Task: Binary Classification. Given a drug SMILES string, predict its activity (active/inactive) in a high-throughput screening assay against a specified biological target.. Dataset: Cav3 T-type calcium channel HTS with 100,875 compounds (1) The drug is S(c1ccc(NC(=O)C)cc1)CC(=O)NC(=O)NC. The result is 0 (inactive). (2) The molecule is O=C1NC(C(C1)c1ccccc1)C(=O)Nc1c(c(ccc1)C)C. The result is 0 (inactive). (3) The drug is S1C2(N(C(=O)C1)c1cc(ccc1)C(F)(F)F)c1c3N(C2=O)CCCc3ccc1. The result is 0 (inactive). (4) The molecule is Brc1c(S(=O)(=O)N(CC)CC)c(Br)cc(c1)C. The result is 0 (inactive). (5) The result is 0 (inactive). The molecule is S(=O)(=O)(N(CC(=O)NCc1ccc(OC)cc1)c1c(OCC)cccc1)C. (6) The molecule is O(c1c(N2CCN(CC2)Cc2cc(OC)c(OC)cc2)cccc1)CC. The result is 0 (inactive). (7) The molecule is Clc1cc(NC(=O)Nc2sc(nn2)C)ccc1. The result is 0 (inactive). (8) The molecule is Brc1nc(N)c(c2c1cccc2)c1ccc(F)cc1. The result is 0 (inactive). (9) The drug is S(Cc1nc2n(c1)ccc(c2)C)c1c(N)cccc1. The result is 0 (inactive). (10) The compound is Clc1ccc(N2C(=O)C(NCc3sccc3)CC2=O)cc1. The result is 0 (inactive).